This data is from Forward reaction prediction with 1.9M reactions from USPTO patents (1976-2016). The task is: Predict the product of the given reaction. Given the reactants [BH4-].[Na+].[CH3:3][O:4][C:5]1[C:13]2[O:12][C:11]([CH:14]=[O:15])=[CH:10][C:9]=2[CH:8]=[CH:7][CH:6]=1, predict the reaction product. The product is: [CH3:3][O:4][C:5]1[C:13]2[O:12][C:11]([CH2:14][OH:15])=[CH:10][C:9]=2[CH:8]=[CH:7][CH:6]=1.